Dataset: Peptide-MHC class II binding affinity with 134,281 pairs from IEDB. Task: Regression. Given a peptide amino acid sequence and an MHC pseudo amino acid sequence, predict their binding affinity value. This is MHC class II binding data. (1) The peptide sequence is KIVSLIKNLLVALKD. The MHC is HLA-DPA10201-DPB11401 with pseudo-sequence HLA-DPA10201-DPB11401. The binding affinity (normalized) is 0.307. (2) The peptide sequence is KIIGGIGGFIKVRQYDQIPI. The MHC is HLA-DPA10201-DPB10101 with pseudo-sequence HLA-DPA10201-DPB10101. The binding affinity (normalized) is 0.519. (3) The peptide sequence is AFKVAATFANAAPAN. The MHC is DRB1_0802 with pseudo-sequence DRB1_0802. The binding affinity (normalized) is 0.841. (4) The peptide sequence is EIKYFAATQFEPLAA. The MHC is HLA-DPA10201-DPB11401 with pseudo-sequence HLA-DPA10201-DPB11401. The binding affinity (normalized) is 0.602. (5) The peptide sequence is QTNGPWMQVPLEVKR. The MHC is HLA-DQA10201-DQB10301 with pseudo-sequence HLA-DQA10201-DQB10301. The binding affinity (normalized) is 0.312. (6) The peptide sequence is EQVEDMYSIVLHIQL. The MHC is DRB1_0101 with pseudo-sequence DRB1_0101. The binding affinity (normalized) is 0.470.